The task is: Predict the reaction yield, written as a fraction of the theoretical maximum amount of product (1.0 means a 100% yield; for example, 0.34 means a 34% yield).. This data is from Reaction yield outcomes from USPTO patents with 853,638 reactions. (1) The reactants are [F:1][C:2]1[CH:7]=[C:6]([N+:8]([O-])=O)[CH:5]=[CH:4][C:3]=1[N:11]1[CH2:16][CH2:15][N:14]([C:17]([O:19][CH3:20])=[O:18])[CH2:13][CH2:12]1. The catalyst is CCOC(C)=O.[Pd]. The product is [NH2:8][C:6]1[CH:5]=[CH:4][C:3]([N:11]2[CH2:16][CH2:15][N:14]([C:17]([O:19][CH3:20])=[O:18])[CH2:13][CH2:12]2)=[C:2]([F:1])[CH:7]=1. The yield is 1.00. (2) The reactants are [O:1]1[CH:5]=[CH:4][CH:3]=[C:2]1[CH2:6][CH2:7][C:8](O)=[O:9].B. The catalyst is C1COCC1. The product is [O:1]1[CH:5]=[CH:4][CH:3]=[C:2]1[CH2:6][CH2:7][CH2:8][OH:9]. The yield is 0.790. (3) The reactants are [F:1][C:2]([F:16])([F:15])[O:3][C:4]1[CH:5]=[C:6]2[C:10](=[CH:11][CH:12]=1)[NH:9]C(=O)[C:7]2=[O:14].[OH-].[K+].OO.C(O)(=[O:23])C. The catalyst is O. The product is [NH2:9][C:10]1[CH:11]=[CH:12][C:4]([O:3][C:2]([F:1])([F:16])[F:15])=[CH:5][C:6]=1[C:7]([OH:14])=[O:23]. The yield is 0.870. (4) The reactants are [CH2:1]([C@H:8]([NH:29][C:30](=[O:40])[O:31][C@@H:32]1[C@H:39]2[C@H:35]([O:36][CH2:37][CH2:38]2)[O:34][CH2:33]1)[C@@H:9]([OH:28])[CH:10]([NH:17][S:18]([C:21]1[CH:26]=[CH:25][C:24]([OH:27])=[CH:23][CH:22]=1)(=[O:20])=[O:19])[O:11][CH:12]1[CH2:16][CH2:15][CH2:14][CH2:13]1)[C:2]1[CH:7]=[CH:6][CH:5]=[CH:4][CH:3]=1.Br[CH:42]([CH3:44])[CH3:43].C(=O)([O-])[O-].[K+].[K+]. The catalyst is [I-].C([N+](CCCC)(CCCC)CCCC)CCC.CN(C=O)C. The product is [CH2:1]([C@H:8]([NH:29][C:30](=[O:40])[O:31][C@@H:32]1[C@H:39]2[C@H:35]([O:36][CH2:37][CH2:38]2)[O:34][CH2:33]1)[C@@H:9]([OH:28])[CH:10]([NH:17][S:18]([C:21]1[CH:26]=[CH:25][C:24]([O:27][CH:42]([CH3:44])[CH3:43])=[CH:23][CH:22]=1)(=[O:20])=[O:19])[O:11][CH:12]1[CH2:13][CH2:14][CH2:15][CH2:16]1)[C:2]1[CH:7]=[CH:6][CH:5]=[CH:4][CH:3]=1. The yield is 0.760. (5) The reactants are [Cl:1][C:2]1[CH:9]=[CH:8][C:5]([CH:6]=O)=[CH:4][CH:3]=1.C([O-])(=O)C.[NH4+].[N+:15]([CH2:18][CH3:19])([O-:17])=[O:16]. No catalyst specified. The product is [Cl:1][C:2]1[CH:9]=[CH:8][C:5]([CH:6]=[C:18]([N+:15]([O-:17])=[O:16])[CH3:19])=[CH:4][CH:3]=1. The yield is 0.400. (6) The reactants are [CH3:1][O:2][C:3]1[CH:12]=[C:11]2[C:6]([C:7]([O:13][C:14]3[CH:15]=[C:16]4[C:21](=[CH:22][CH:23]=3)[C:20]([C:24]([OH:26])=O)=[CH:19][CH:18]=[CH:17]4)=[CH:8][CH:9]=[N:10]2)=[CH:5][CH:4]=1.[NH2:27][CH2:28][C:29]1[CH:44]=[CH:43][C:32]([C:33]([NH:35][C:36]2[CH:41]=[CH:40][CH:39]=[CH:38][C:37]=2[NH2:42])=[O:34])=[CH:31][CH:30]=1. No catalyst specified. The product is [NH2:42][C:37]1[CH:38]=[CH:39][CH:40]=[CH:41][C:36]=1[NH:35][C:33]([C:32]1[CH:43]=[CH:44][C:29]([CH2:28][NH:27][C:24]([C:20]2[C:21]3[C:16](=[CH:15][C:14]([O:13][C:7]4[C:6]5[C:5](=[CH:4][C:3]([O:2][CH3:1])=[CH:12][CH:11]=5)[N:10]=[CH:9][CH:8]=4)=[CH:23][CH:22]=3)[CH:17]=[CH:18][CH:19]=2)=[O:26])=[CH:30][CH:31]=1)=[O:34]. The yield is 0.850.